From a dataset of Forward reaction prediction with 1.9M reactions from USPTO patents (1976-2016). Predict the product of the given reaction. The product is: [N:1]1([CH:18]([NH:15][C:14]2[CH:16]=[CH:17][C:11]([Br:10])=[CH:12][CH:13]=2)[CH3:19])[C:5]2[CH:6]=[CH:7][CH:8]=[CH:9][C:4]=2[N:3]=[N:2]1. Given the reactants [NH:1]1[C:5]2[CH:6]=[CH:7][CH:8]=[CH:9][C:4]=2[N:3]=[N:2]1.[Br:10][C:11]1[CH:17]=[CH:16][C:14]([NH2:15])=[CH:13][CH:12]=1.[CH:18](=O)[CH3:19], predict the reaction product.